From a dataset of Full USPTO retrosynthesis dataset with 1.9M reactions from patents (1976-2016). Predict the reactants needed to synthesize the given product. (1) Given the product [OH:7][C:5]1[N:16]2[N:17]=[C:18]([C:20]3[CH:25]=[CH:24][CH:23]=[CH:22][CH:21]=3)[CH:19]=[C:15]2[N:14]=[C:1]([CH3:2])[C:4]=1[CH2:9][C:10]([O:12][CH3:13])=[O:11], predict the reactants needed to synthesize it. The reactants are: [C:1]([CH:4]([CH2:9][C:10]([O:12][CH3:13])=[O:11])[C:5]([O:7]C)=O)(=O)[CH3:2].[NH2:14][C:15]1[CH:19]=[C:18]([C:20]2[CH:25]=[CH:24][CH:23]=[CH:22][CH:21]=2)[NH:17][N:16]=1. (2) The reactants are: [CH3:1][O:2][C:3]([C:5]1[CH:20]=[CH:19][C:8]2[S:9][C:10]([C:12]([O:14]C(C)(C)C)=[O:13])=[CH:11][C:7]=2[CH:6]=1)=[O:4].C(O)(C(F)(F)F)=O. Given the product [CH3:1][O:2][C:3]([C:5]1[CH:20]=[CH:19][C:8]2[S:9][C:10]([C:12]([OH:14])=[O:13])=[CH:11][C:7]=2[CH:6]=1)=[O:4], predict the reactants needed to synthesize it. (3) Given the product [C:6]([C:8]1[C:16]2[C:11](=[CH:12][CH:13]=[CH:14][CH:15]=2)[N:10]([C:17]2[C:26]3[C:21](=[C:22]([C:27]([F:30])([F:28])[F:29])[CH:23]=[CH:24][CH:25]=3)[N:20]=[CH:19][CH:18]=2)[CH:9]=1)([OH:7])=[O:5], predict the reactants needed to synthesize it. The reactants are: O.[OH-].[Li+].C[O:5][C:6]([C:8]1[C:16]2[C:11](=[CH:12][CH:13]=[CH:14][CH:15]=2)[N:10]([C:17]2[C:26]3[C:21](=[C:22]([C:27]([F:30])([F:29])[F:28])[CH:23]=[CH:24][CH:25]=3)[N:20]=[CH:19][CH:18]=2)[CH:9]=1)=[O:7]. (4) The reactants are: [CH3:1][C:2]1[CH:7]=[C:6](O)[CH:5]=[C:4]([CH3:9])[N:3]=1.BrC1C=C(C)N=C(C)C=1.[Si:19]([C:23]#[CH:24])([CH3:22])([CH3:21])[CH3:20].CCOC(C)=O. Given the product [CH3:1][C:2]1[CH:7]=[C:6]([C:24]#[C:23][Si:19]([CH3:22])([CH3:21])[CH3:20])[CH:5]=[C:4]([CH3:9])[N:3]=1, predict the reactants needed to synthesize it.